Dataset: Peptide-MHC class II binding affinity with 134,281 pairs from IEDB. Task: Regression. Given a peptide amino acid sequence and an MHC pseudo amino acid sequence, predict their binding affinity value. This is MHC class II binding data. The peptide sequence is MKRPSREKQDKKIFTE. The MHC is HLA-DPA10201-DPB10101 with pseudo-sequence HLA-DPA10201-DPB10101. The binding affinity (normalized) is 0.168.